Task: Predict the product of the given reaction.. Dataset: Forward reaction prediction with 1.9M reactions from USPTO patents (1976-2016) (1) Given the reactants CC1C=CC(S(O[CH2:12][CH2:13][O:14][CH2:15][C:16]2[CH:21]=[CH:20][C:19]([CH2:22][NH:23][C:24]([C:26]3[C:27]([CH3:36])=[N:28][C:29]4[C:34]([CH:35]=3)=[CH:33][CH:32]=[CH:31][N:30]=4)=[O:25])=[CH:18][C:17]=2[F:37])(=O)=O)=CC=1.C1N2CCOCCOCCN(CCOCCOCC2)CCOCCOC1.[F-:64].[K+], predict the reaction product. The product is: [F:37][C:17]1[CH:18]=[C:19]([CH2:22][NH:23][C:24]([C:26]2[C:27]([CH3:36])=[N:28][C:29]3[C:34]([CH:35]=2)=[CH:33][CH:32]=[CH:31][N:30]=3)=[O:25])[CH:20]=[CH:21][C:16]=1[CH2:15][O:14][CH2:13][CH2:12][F:64]. (2) Given the reactants [NH2:1][C:2]1[CH:3]=[C:4]([CH:10]([NH:15][C:16]2[CH:21]=[CH:20][C:19]([C:22]#[N:23])=[CH:18][CH:17]=2)[C:11]([O:13][CH3:14])=[O:12])[CH:5]=[CH:6][C:7]=1[O:8][CH3:9].[C:24]1(=[O:31])[O:30][C:28](=[O:29])[CH2:27][CH2:26][CH2:25]1.CCN(C(C)C)C(C)C, predict the reaction product. The product is: [C:22]([C:19]1[CH:18]=[CH:17][C:16]([NH:15][CH:10]([C:11]([O:13][CH3:14])=[O:12])[C:4]2[CH:5]=[CH:6][C:7]([O:8][CH3:9])=[C:2]([NH:1][C:24]([CH2:25][CH2:26][CH2:27][C:28]([OH:30])=[O:29])=[O:31])[CH:3]=2)=[CH:21][CH:20]=1)#[N:23]. (3) Given the reactants [Br:1][C:2]1[CH:7]=[CH:6][C:5]([NH:8][C:9]2[C:17](C(O)=O)=[C:16]3[N:12]([CH2:13][CH2:14][CH2:15]3)[C:11](=[O:21])[C:10]=2[CH3:22])=[C:4]([F:23])[CH:3]=1.C1C=CC(P(N=[N+]=[N-])(C2C=CC=CC=2)=O)=CC=1.C[N:42]([CH:44]=[O:45])C, predict the reaction product. The product is: [Br:1][C:2]1[CH:7]=[CH:6][C:5]([N:8]2[C:9]3[C:17](=[C:16]4[N:12]([C:11](=[O:21])[C:10]=3[CH3:22])[CH2:13][CH2:14][CH2:15]4)[NH:42][C:44]2=[O:45])=[C:4]([F:23])[CH:3]=1. (4) Given the reactants [NH2:1][C:2]1[CH:7]=[CH:6][C:5]([S:8][S:9][C:10]2[CH:15]=[CH:14][C:13]([NH2:16])=[CH:12][CH:11]=2)=[CH:4][CH:3]=1.C(Cl)(Cl)Cl.[F:21][C:22]([F:33])([F:32])[C:23](O[C:23](=[O:24])[C:22]([F:33])([F:32])[F:21])=[O:24], predict the reaction product. The product is: [F:21][C:22]([F:32])([F:33])[C:23]([NH:16][C:13]1[CH:14]=[CH:15][C:10]([S:9][S:8][C:5]2[CH:4]=[CH:3][C:2]([NH:1][C:23](=[O:24])[C:22]([F:33])([F:32])[F:21])=[CH:7][CH:6]=2)=[CH:11][CH:12]=1)=[O:24]. (5) Given the reactants Cl[C:2]1[C:7]([C:8]([O:10][CH3:11])=[O:9])=[CH:6][N:5]=[C:4]([C:12]2[CH:17]=[CH:16][C:15]([CH3:18])=[C:14]([F:19])[CH:13]=2)[CH:3]=1.[Cl:20][C:21]1[CH:26]=[CH:25][C:24]([O:27][CH3:28])=[CH:23][C:22]=1[OH:29], predict the reaction product. The product is: [Cl:20][C:21]1[CH:26]=[CH:25][C:24]([O:27][CH3:28])=[CH:23][C:22]=1[O:29][C:2]1[C:7]([C:8]([O:10][CH3:11])=[O:9])=[CH:6][N:5]=[C:4]([C:12]2[CH:17]=[CH:16][C:15]([CH3:18])=[C:14]([F:19])[CH:13]=2)[CH:3]=1. (6) Given the reactants [NH2:1][C:2]1[CH:10]=[CH:9][CH:8]=[C:7]([O:11][CH3:12])[C:3]=1[C:4]([OH:6])=O.[CH2:13]([NH2:20])[C:14]1[CH:19]=[CH:18][CH:17]=[CH:16][CH:15]=1.C(N(C(C)C)CC)(C)C.[Cl-].ClC1N(C)CC[NH+]1C, predict the reaction product. The product is: [NH2:1][C:2]1[CH:10]=[CH:9][CH:8]=[C:7]([O:11][CH3:12])[C:3]=1[C:4]([NH:20][CH2:13][C:14]1[CH:19]=[CH:18][CH:17]=[CH:16][CH:15]=1)=[O:6].